From a dataset of Catalyst prediction with 721,799 reactions and 888 catalyst types from USPTO. Predict which catalyst facilitates the given reaction. (1) The catalyst class is: 3. Product: [CH3:22][C:17]1([CH3:23])[O:18][C@@H:19]2[CH2:20][N:12]([C:9]3[CH:10]=[C:11]4[C:6]([CH:5]=[C:4]([C:24]5[CH:29]=[CH:28][CH:27]=[CH:26][C:25]=5[C:30]([F:33])([F:32])[F:31])[NH:3][C:2]4=[O:1])=[CH:7][CH:8]=3)[C:13](=[O:14])[C@@H:15]2[O:16]1. Reactant: [O:1]=[C:2]1[C:11]2[C:6](=[CH:7][CH:8]=[C:9]([NH:12][C:13]([C@H:15]3[C@@H:19]([CH2:20]Br)[O:18][C:17]([CH3:23])([CH3:22])[O:16]3)=[O:14])[CH:10]=2)[CH:5]=[C:4]([C:24]2[CH:29]=[CH:28][CH:27]=[CH:26][C:25]=2[C:30]([F:33])([F:32])[F:31])[NH:3]1.C(=O)([O-])[O-].[K+].[K+]. (2) Reactant: Br[C:2]1[CH:3]=[C:4]2[C:9](=[CH:10][CH:11]=1)[N:8]=[C:7]([NH2:12])[N:6]=[CH:5]2.[N:13]1[CH:18]=[CH:17][C:16](B(O)O)=[CH:15][CH:14]=1.C([O-])([O-])=O.[K+].[K+]. Product: [N:13]1[CH:18]=[CH:17][C:16]([C:2]2[CH:3]=[C:4]3[C:9](=[CH:10][CH:11]=2)[N:8]=[C:7]([NH2:12])[N:6]=[CH:5]3)=[CH:15][CH:14]=1. The catalyst class is: 108. (3) Reactant: [OH-].[Li+].[F:3][C:4]([F:26])([F:25])[C:5]1[CH:6]=[C:7]([S:11]([N:14]2[CH2:19][CH2:18][CH2:17][CH2:16][CH:15]2[CH2:20][C:21]([O:23]C)=[O:22])(=[O:13])=[O:12])[CH:8]=[CH:9][CH:10]=1. The catalyst class is: 132. Product: [F:26][C:4]([F:3])([F:25])[C:5]1[CH:6]=[C:7]([S:11]([N:14]2[CH2:19][CH2:18][CH2:17][CH2:16][CH:15]2[CH2:20][C:21]([OH:23])=[O:22])(=[O:13])=[O:12])[CH:8]=[CH:9][CH:10]=1. (4) Reactant: [F:1][C:2]1[CH:10]=[CH:9][C:8]2[N:7]([CH2:11][C:12]3[CH:21]=[CH:20][C:15]([C:16]([O:18][CH3:19])=[O:17])=[CH:14][CH:13]=3)[C:6]3[CH2:22][CH2:23][N:24]([CH2:27][CH2:28]O)[C:25](=[O:26])[C:5]=3[C:4]=2[CH:3]=1.CCN(C(C)C)C(C)C.CS(Cl)(=O)=O.[CH3:44][N:45]1[CH2:51][CH2:50][CH2:49][NH:48][CH2:47][CH2:46]1. Product: [F:1][C:2]1[CH:10]=[CH:9][C:8]2[N:7]([CH2:11][C:12]3[CH:13]=[CH:14][C:15]([C:16]([O:18][CH3:19])=[O:17])=[CH:20][CH:21]=3)[C:6]3[CH2:22][CH2:23][N:24]([CH2:27][CH2:28][N:48]4[CH2:49][CH2:50][CH2:51][N:45]([CH3:44])[CH2:46][CH2:47]4)[C:25](=[O:26])[C:5]=3[C:4]=2[CH:3]=1. The catalyst class is: 10. (5) Reactant: [C:1]([O:5][C:6]([N:8]1[CH2:13][CH2:12][CH:11]([C:14]([OH:16])=O)[CH2:10][CH2:9]1)=[O:7])([CH3:4])([CH3:3])[CH3:2].CN(C(ON1N=NC2C=CC=NC1=2)=[N+](C)C)C.F[P-](F)(F)(F)(F)F.[C:41]([NH2:44])(=[S:43])[CH3:42].C(N(C(C)C)CC)(C)C. Product: [C:41]([NH:44][C:14]([CH:11]1[CH2:10][CH2:9][N:8]([C:6]([O:5][C:1]([CH3:2])([CH3:3])[CH3:4])=[O:7])[CH2:13][CH2:12]1)=[O:16])(=[S:43])[CH3:42]. The catalyst class is: 4. (6) Reactant: [Br:1][C:2]1[CH:3]=[C:4](/[CH:13]=[CH:14]/[C:15]([O:17]CC)=[O:16])[N:5]([C@@H:7]2[CH2:11][CH2:10][CH2:9][C@@H:8]2[CH3:12])[CH:6]=1.[OH-].[Na+].CO. Product: [Br:1][C:2]1[CH:3]=[C:4](/[CH:13]=[CH:14]/[C:15]([OH:17])=[O:16])[N:5]([C@@H:7]2[CH2:11][CH2:10][CH2:9][C@@H:8]2[CH3:12])[CH:6]=1. The catalyst class is: 1.